This data is from Full USPTO retrosynthesis dataset with 1.9M reactions from patents (1976-2016). The task is: Predict the reactants needed to synthesize the given product. (1) The reactants are: [CH3:1][O:2][C:3]1[CH:4]=[C:5]2[C:9](=[CH:10][CH:11]=1)[N:8]([CH2:12][CH2:13][CH2:14][CH2:15][CH2:16]Cl)[C:7]1[C:18]3[CH:26]=[CH:25][CH:24]=[CH:23][C:19]=3[S:20][CH2:21][CH2:22][C:6]2=1.[NH:27]1[CH2:31][CH2:30][CH2:29][CH2:28]1. Given the product [CH3:1][O:2][C:3]1[CH:4]=[C:5]2[C:9](=[CH:10][CH:11]=1)[N:8]([CH2:12][CH2:13][CH2:14][CH2:15][CH2:16][N:27]1[CH2:31][CH2:30][CH2:29][CH2:28]1)[C:7]1[C:18]3[CH:26]=[CH:25][CH:24]=[CH:23][C:19]=3[S:20][CH2:21][CH2:22][C:6]2=1, predict the reactants needed to synthesize it. (2) The reactants are: [OH:1][C:2]1[CH:3]=[C:4]([CH2:8][C:9]([OH:11])=[O:10])[CH:5]=[CH:6][CH:7]=1.OS(O)(=O)=O.[CH3:17]O. Given the product [CH3:17][O:10][C:9](=[O:11])[CH2:8][C:4]1[CH:5]=[CH:6][CH:7]=[C:2]([OH:1])[CH:3]=1, predict the reactants needed to synthesize it. (3) Given the product [F:25][C:24]1[C:17]2[NH:16][C:15](=[O:26])[N:14]([CH:11]3[CH2:10][CH2:9][NH:8][CH2:13][CH2:12]3)[CH2:20][CH2:19][C:18]=2[CH:21]=[CH:22][CH:23]=1, predict the reactants needed to synthesize it. The reactants are: C([N:8]1[CH2:13][CH2:12][CH:11]([N:14]2[CH2:20][CH2:19][C:18]3[CH:21]=[CH:22][CH:23]=[C:24]([F:25])[C:17]=3[NH:16][C:15]2=[O:26])[CH2:10][CH2:9]1)C1C=CC=CC=1. (4) Given the product [CH3:23][C:21]1[CH:20]=[N:19][CH:18]=[C:17]2[O:16][CH2:15][CH:14]([NH2:13])[C:22]=12, predict the reactants needed to synthesize it. The reactants are: N1C2OCC(N)C=2C=CN=1.CO[N:13]=[C:14]1[C:22]2[C:17](=[CH:18][N:19]=[CH:20][C:21]=2[CH3:23])[O:16][CH2:15]1. (5) Given the product [C:12]([O:16][C:17]([N:19]1[CH2:20][CH:21]([C:23]([C:25]2[CH:26]=[C:27]3[C:32](=[CH:33][CH:34]=2)[N:31]=[C:30]([O:35][CH3:36])[C:29]([CH2:37][C:38]2[CH:39]=[CH:40][C:41]([C:44]([F:47])([F:46])[F:45])=[CH:42][CH:43]=2)=[C:28]3[Cl:48])([OH:24])[C:6]2[N:2]([CH3:1])[N:3]=[N:4][CH:5]=2)[CH2:22]1)=[O:18])([CH3:15])([CH3:13])[CH3:14], predict the reactants needed to synthesize it. The reactants are: [CH3:1][N:2]1[CH:6]=[CH:5][N:4]=[N:3]1.[Li]CCCC.[C:12]([O:16][C:17]([N:19]1[CH2:22][CH:21]([C:23]([C:25]2[CH:26]=[C:27]3[C:32](=[CH:33][CH:34]=2)[N:31]=[C:30]([O:35][CH3:36])[C:29]([CH2:37][C:38]2[CH:43]=[CH:42][C:41]([C:44]([F:47])([F:46])[F:45])=[CH:40][CH:39]=2)=[C:28]3[Cl:48])=[O:24])[CH2:20]1)=[O:18])([CH3:15])([CH3:14])[CH3:13]. (6) Given the product [N+:1]([C:4]1[CH:5]=[C:6]([NH:7][S:18]([CH3:17])(=[O:20])=[O:19])[CH:8]=[CH:9][CH:10]=1)([O-:3])=[O:2], predict the reactants needed to synthesize it. The reactants are: [N+:1]([C:4]1[CH:5]=[C:6]([CH:8]=[CH:9][CH:10]=1)[NH2:7])([O-:3])=[O:2].N1C=CC=CC=1.[CH3:17][S:18](Cl)(=[O:20])=[O:19].Cl. (7) Given the product [C:7]([C:10]1[N:11]([CH:6]2[CH2:5][CH2:4][CH2:3][CH2:2][O:1]2)[C:12]2[CH:18]=[CH:17][CH:16]=[CH:15][C:13]=2[N:14]=1)(=[O:9])[CH3:8], predict the reactants needed to synthesize it. The reactants are: [O:1]1[CH:6]=[CH:5][CH2:4][CH2:3][CH2:2]1.[C:7]([C:10]1[NH:11][C:12]2[CH:18]=[CH:17][CH:16]=[CH:15][C:13]=2[N:14]=1)(=[O:9])[CH3:8].C1(C)C=CC(S(O)(=O)=O)=CC=1. (8) Given the product [Cl:21][C:15]1[C:16]2[C:17](=[O:18])[NH:8][N:9]=[CH:10][C:11]=2[CH:12]=[C:13]([Cl:22])[N:14]=1, predict the reactants needed to synthesize it. The reactants are: C(OC([NH:8]/[N:9]=[CH:10]/[C:11]1[C:16]([C:17](OC)=[O:18])=[C:15]([Cl:21])[N:14]=[C:13]([Cl:22])[CH:12]=1)=O)(C)(C)C.FC(F)(F)C(O)=O. (9) The reactants are: [N:1]1([C:8]2[C:9]([C:25]3[CH:30]=[CH:29][C:28]([F:31])=[CH:27][CH:26]=3)=[N:10][C:11]3[C:16]([N:17]=2)=[CH:15][C:14]([C:18]([O:20]CCCC)=[O:19])=[CH:13][CH:12]=3)[CH2:7][CH2:6][CH2:5][CH2:4][CH2:3][CH2:2]1.CO.[OH-].[Na+]. Given the product [N:1]1([C:8]2[C:9]([C:25]3[CH:26]=[CH:27][C:28]([F:31])=[CH:29][CH:30]=3)=[N:10][C:11]3[C:16]([N:17]=2)=[CH:15][C:14]([C:18]([OH:20])=[O:19])=[CH:13][CH:12]=3)[CH2:2][CH2:3][CH2:4][CH2:5][CH2:6][CH2:7]1, predict the reactants needed to synthesize it.